Dataset: Peptide-MHC class II binding affinity with 134,281 pairs from IEDB. Task: Regression. Given a peptide amino acid sequence and an MHC pseudo amino acid sequence, predict their binding affinity value. This is MHC class II binding data. (1) The peptide sequence is SRCYSIYLSINGVLE. The MHC is DRB1_0401 with pseudo-sequence DRB1_0401. The binding affinity (normalized) is 0.734. (2) The peptide sequence is VRNGKKLIPSWASVK. The MHC is HLA-DQA10201-DQB10301 with pseudo-sequence HLA-DQA10201-DQB10301. The binding affinity (normalized) is 0.236. (3) The peptide sequence is LSLCNKIKGLKVFNT. The MHC is DRB1_0901 with pseudo-sequence DRB1_0901. The binding affinity (normalized) is 0.161. (4) The peptide sequence is VLGLPAIKAWVAKRP. The MHC is HLA-DPA10103-DPB10401 with pseudo-sequence HLA-DPA10103-DPB10401. The binding affinity (normalized) is 0.167. (5) The peptide sequence is EAGKATTEEQKLIED. The MHC is DRB1_0802 with pseudo-sequence DRB1_0802. The binding affinity (normalized) is 0. (6) The peptide sequence is TEGRCLHYTVDKSKPKVY. The MHC is DRB4_0101 with pseudo-sequence DRB4_0103. The binding affinity (normalized) is 0.459. (7) The peptide sequence is GRSEFAYGSFVRTVS. The MHC is DRB1_1101 with pseudo-sequence DRB1_1101. The binding affinity (normalized) is 0.388.